Dataset: hERG potassium channel inhibition data for cardiac toxicity prediction from Karim et al.. Task: Regression/Classification. Given a drug SMILES string, predict its toxicity properties. Task type varies by dataset: regression for continuous values (e.g., LD50, hERG inhibition percentage) or binary classification for toxic/non-toxic outcomes (e.g., AMES mutagenicity, cardiotoxicity, hepatotoxicity). Dataset: herg_karim. The compound is COc1cc(-c2cn(Cc3cc(C(F)(F)F)cc(C(F)(F)F)c3)nn2)ccc1-n1cnc(C)c1. The result is 1 (blocker).